This data is from Catalyst prediction with 721,799 reactions and 888 catalyst types from USPTO. The task is: Predict which catalyst facilitates the given reaction. (1) Reactant: O.[OH-].[Li+].C([O:7][C@@H:8]([C:10]1[N:11]=[N:12][N:13]([C:15]2[CH:20]=[CH:19][CH:18]=[C:17]([CH3:21])[CH:16]=2)[N:14]=1)[CH3:9])(=O)C. Product: [CH3:21][C:17]1[CH:16]=[C:15]([N:13]2[N:12]=[N:11][C:10]([C@H:8]([OH:7])[CH3:9])=[N:14]2)[CH:20]=[CH:19][CH:18]=1. The catalyst class is: 30. (2) Reactant: [C:1]([O:5][C:6]([NH:8][CH:9]([CH2:14][C:15]1[CH:20]=[C:19]([F:21])[C:18]([F:22])=[CH:17][C:16]=1[F:23])[CH2:10][C:11]([OH:13])=O)=[O:7])([CH3:4])([CH3:3])[CH3:2].C1C(C[C@@H](N)CC([N:38]2[CH2:50][C:42]3=[N:43][N:44]=[C:45]([C:46]([F:49])([F:48])[F:47])[N:41]3[CH2:40][CH2:39]2)=O)=C(F)C=C(F)C=1F.O.OP(O)(O)=O.CCN(C(C)C)C(C)C.Cl.FC(F)(F)C1N2CCNCC2=NN=1.ClC1C=CC(B(O)O)=CC=1.C(OC(C)C)(C)C. Product: [C:1]([O:5][C:6](=[O:7])[NH:8][C@@H:9]([CH2:10][C:11](=[O:13])[N:38]1[CH2:39][CH2:40][N:41]2[C:45]([C:46]([F:49])([F:47])[F:48])=[N:44][N:43]=[C:42]2[CH2:50]1)[CH2:14][C:15]1[CH:20]=[C:19]([F:21])[C:18]([F:22])=[CH:17][C:16]=1[F:23])([CH3:2])([CH3:3])[CH3:4]. The catalyst class is: 226. (3) Reactant: [BH4-].[Na+].[Cl-].[CH2:4]([N+:11]1[CH:16]=[CH:15][C:14]([C:17]([F:20])([F:19])[F:18])=[CH:13][CH:12]=1)[C:5]1[CH:10]=[CH:9][CH:8]=[CH:7][CH:6]=1. Product: [CH2:4]([N:11]1[CH2:12][CH:13]=[C:14]([C:17]([F:20])([F:18])[F:19])[CH2:15][CH2:16]1)[C:5]1[CH:6]=[CH:7][CH:8]=[CH:9][CH:10]=1. The catalyst class is: 14. (4) Reactant: [Na].N.[C:3]([O:7][C:8](=[O:33])[N:9]([CH3:32])[C@:10]12[CH2:15][C@H:14]1[CH2:13][N:12](S(C1C=CC(C)=CC=1)(=O)=O)[C@H:11]2[C:26]1[CH:31]=[CH:30][CH:29]=[CH:28][CH:27]=1)([CH3:6])([CH3:5])[CH3:4].[Cl-].[NH4+]. Product: [C:3]([O:7][C:8](=[O:33])[N:9]([CH3:32])[C@:10]12[CH2:15][C@H:14]1[CH2:13][NH:12][C@H:11]2[C:26]1[CH:27]=[CH:28][CH:29]=[CH:30][CH:31]=1)([CH3:6])([CH3:5])[CH3:4]. The catalyst class is: 1. (5) Reactant: [C:1]([O:5][C:6](=[O:28])[NH:7][C:8]1[CH:13]=[CH:12][C:11]([C:14](=[O:26])[NH:15][CH2:16][C:17]2[CH:22]=[CH:21][C:20]([C:23]#[N:24])=[CH:19][C:18]=2[OH:25])=[CH:10][C:9]=1[CH3:27])([CH3:4])([CH3:3])[CH3:2].C(=O)([O-])[O-].[Cs+].[Cs+].Br.Br[CH2:37][C:38]1[CH:43]=[CH:42][CH:41]=[CH:40][N:39]=1.O. Product: [C:1]([O:5][C:6](=[O:28])[NH:7][C:8]1[CH:13]=[CH:12][C:11]([C:14](=[O:26])[NH:15][CH2:16][C:17]2[CH:22]=[CH:21][C:20]([C:23]#[N:24])=[CH:19][C:18]=2[O:25][CH2:37][C:38]2[CH:43]=[CH:42][CH:41]=[CH:40][N:39]=2)=[CH:10][C:9]=1[CH3:27])([CH3:4])([CH3:3])[CH3:2]. The catalyst class is: 675. (6) Reactant: [S:1]1[C:5]([C:6]([C:14]2[CH:15]=[C:16]3[C:21](=[CH:22][CH:23]=2)[N:20]=[C:19]([O:24]C)[CH:18]=[C:17]3[C:26]2[CH:31]=[CH:30][CH:29]=[C:28]([Cl:32])[CH:27]=2)([C:8]2[N:9]([CH3:13])[CH:10]=[N:11][CH:12]=2)[OH:7])=[CH:4][C:3]2[CH:33]=[CH:34][CH:35]=[CH:36][C:2]1=2.Cl. Product: [S:1]1[C:5]([C:6]([OH:7])([C:8]2[N:9]([CH3:13])[CH:10]=[N:11][CH:12]=2)[C:14]2[CH:15]=[C:16]3[C:21](=[CH:22][CH:23]=2)[NH:20][C:19](=[O:24])[CH:18]=[C:17]3[C:26]2[CH:31]=[CH:30][CH:29]=[C:28]([Cl:32])[CH:27]=2)=[CH:4][C:3]2[CH:33]=[CH:34][CH:35]=[CH:36][C:2]1=2. The catalyst class is: 1.